Dataset: Catalyst prediction with 721,799 reactions and 888 catalyst types from USPTO. Task: Predict which catalyst facilitates the given reaction. Reactant: Br[CH2:2][C@@H:3]([C:5]1[C:14]2[C:9](=[CH:10][CH:11]=[C:12]([O:15][CH3:16])[N:13]=2)[N:8]=[CH:7][CH:6]=1)[OH:4].C(=O)([O-])[O-].[K+].[K+]. Product: [CH3:16][O:15][C:12]1[N:13]=[C:14]2[C:9](=[CH:10][CH:11]=1)[N:8]=[CH:7][CH:6]=[C:5]2[C@@H:3]1[CH2:2][O:4]1. The catalyst class is: 5.